From a dataset of Reaction yield outcomes from USPTO patents with 853,638 reactions. Predict the reaction yield, written as a fraction of the theoretical maximum amount of product (1.0 means a 100% yield; for example, 0.34 means a 34% yield). (1) The reactants are Br[C:2]1[CH:11]=[CH:10][CH:9]=[C:8]2[C:3]=1[CH:4]=[CH:5][CH:6]=[N:7]2.[CH2:12](B(O)O)[CH:13]([CH3:15])[CH3:14].P([O-])([O-])([O-])=O.[K+].[K+].[K+].O.N#N.C1(P(C2CCCCC2)C2C=CC=CC=2C2C(OC)=CC=CC=2OC)CCCCC1. The catalyst is C1(C)C=CC=CC=1.C1C=CC(/C=C/C(/C=C/C2C=CC=CC=2)=O)=CC=1.C1C=CC(/C=C/C(/C=C/C2C=CC=CC=2)=O)=CC=1.C1C=CC(/C=C/C(/C=C/C2C=CC=CC=2)=O)=CC=1.[Pd].[Pd]. The product is [CH2:12]([C:2]1[CH:11]=[CH:10][CH:9]=[C:8]2[C:3]=1[CH:4]=[CH:5][CH:6]=[N:7]2)[CH:13]([CH3:15])[CH3:14]. The yield is 0.670. (2) The yield is 0.820. No catalyst specified. The product is [Br:1][C:2]1[CH:3]=[CH:4][C:5]([NH:8][C:9]([NH:19][CH3:18])=[O:17])=[N:6][CH:7]=1. The reactants are [Br:1][C:2]1[CH:3]=[CH:4][C:5]([NH:8][C:9](=[O:17])OC2C=CC=CC=2)=[N:6][CH:7]=1.[CH3:18][NH2:19].C1COCC1. (3) The reactants are Br[CH2:2][CH2:3][O:4][C:5]1[CH:10]=[CH:9][C:8]([C:11]2[N:12]([CH2:24][CH3:25])[C:13]3[C:18]([C:19]=2[C:20]#[N:21])=[CH:17][CH:16]=[C:15]([O:22][CH3:23])[CH:14]=3)=[CH:7][CH:6]=1.[NH:26]1[CH2:31][CH2:30][O:29][CH2:28][CH2:27]1. The catalyst is C(#N)C. The product is [CH2:24]([N:12]1[C:13]2[C:18](=[CH:17][CH:16]=[C:15]([O:22][CH3:23])[CH:14]=2)[C:19]([C:20]#[N:21])=[C:11]1[C:8]1[CH:9]=[CH:10][C:5]([O:4][CH2:3][CH2:2][N:26]2[CH2:31][CH2:30][O:29][CH2:28][CH2:27]2)=[CH:6][CH:7]=1)[CH3:25]. The yield is 0.960. (4) The reactants are Cl[C:2]1[C:11]2[C:6](=[CH:7][C:8]([CH2:12][N:13]3[CH2:18][C@H:17]([C:19]([F:22])([F:21])[F:20])[O:16][C@H:15]([CH3:23])[CH2:14]3)=[CH:9][CH:10]=2)[N:5]=[C:4]([C:24]#[N:25])[CH:3]=1.[CH3:26][N:27]1[CH:31]=[C:30](B2OC(C)(C)C(C)(C)O2)[CH:29]=[N:28]1.CC(C1C=C(C(C)C)C(C2C=CC=CC=2P(C2CCCCC2)C2CCCCC2)=C(C(C)C)C=1)C.[O-]P([O-])([O-])=O.[K+].[K+].[K+]. The catalyst is C1COCC1.CC([O-])=O.CC([O-])=O.[Pd+2]. The product is [CH3:26][N:27]1[CH:31]=[C:30]([C:2]2[C:11]3[C:6](=[CH:7][C:8]([CH2:12][N:13]4[CH2:18][C@H:17]([C:19]([F:20])([F:21])[F:22])[O:16][C@H:15]([CH3:23])[CH2:14]4)=[CH:9][CH:10]=3)[N:5]=[C:4]([C:24]#[N:25])[CH:3]=2)[CH:29]=[N:28]1. The yield is 0.670. (5) The reactants are Br[CH2:2][C:3]1[C:27]([O:28][CH3:29])=[CH:26][C:6]2[C@H:7]([C:20]3[CH:25]=[CH:24][CH:23]=[CH:22][CH:21]=3)[NH:8][C@@:9]([CH2:16][CH2:17][CH2:18][CH3:19])([CH2:14][CH3:15])[CH2:10][S:11](=[O:13])(=[O:12])[C:5]=2[CH:4]=1.[P:30]([O:37]CC)([O:34][CH2:35][CH3:36])[O:31][CH2:32][CH3:33]. The catalyst is C1(C)C=CC=CC=1. The product is [CH2:16]([C@@:9]1([CH2:14][CH3:15])[NH:8][C@@H:7]([C:20]2[CH:21]=[CH:22][CH:23]=[CH:24][CH:25]=2)[C:6]2[CH:26]=[C:27]([O:28][CH3:29])[C:3]([CH2:2][P:30](=[O:37])([O:34][CH2:35][CH3:36])[O:31][CH2:32][CH3:33])=[CH:4][C:5]=2[S:11](=[O:12])(=[O:13])[CH2:10]1)[CH2:17][CH2:18][CH3:19]. The yield is 0.790. (6) The reactants are Br[C:2]1[C:31]2=[N:32][C:28]3=[CH:29][N:30]2[C:5]([N:6]2[CH2:37][CH2:36]C(C)([O:10][CH2:11][CH2:12][CH2:13][CH2:14][C@H:15]([CH3:35])[O:16][C:17]4[CH:18]=[CH:19][C:20]([F:34])=[CH:21][C:22]=4[C:23]4[CH:33]=[C:27]3[CH:26]=[CH:25][CH:24]=4)[CH2:8][CH2:7]2)=[C:4]([C@H:39]([O:44][C:45]([CH3:48])([CH3:47])[CH3:46])[C:40]([O:42][CH3:43])=[O:41])[C:3]=1[CH3:49].[B-](F)(F)(F)[CH:51]=[CH2:52].[K+].CO[C:59]1C=CC=C(OC)[C:64]=1C1C=CC=CC=1P(C1CCCCC1)C1CCCCC1.C(=O)([O-])[O-].[Cs+].[Cs+]. The catalyst is CN(C=O)C.O.CC([O-])=O.CC([O-])=O.[Pd+2]. The product is [C:45]([O:44][C@@H:39]([C:4]1[C:3]([CH3:49])=[C:2]([CH:59]=[CH2:64])[C:31]2=[N:32][C:28]3=[CH:29][N:30]2[C:5]=1[N:6]1[CH2:7][CH2:8][C:51]([CH3:52])([O:10][CH2:11][CH2:12][CH2:13][CH2:14][C@H:15]([CH3:35])[O:16][C:17]2[CH:18]=[CH:19][C:20]([F:34])=[CH:21][C:22]=2[C:23]2[CH:33]=[C:27]3[CH:26]=[CH:25][CH:24]=2)[CH2:36][CH2:37]1)[C:40]([O:42][CH3:43])=[O:41])([CH3:48])([CH3:46])[CH3:47]. The yield is 0.943. (7) The reactants are C[O:2][C:3]([C:5]1[CH:6]=[C:7]([NH:10][C:11]2[C:20]3[C:15](=[CH:16][CH:17]=[CH:18][CH:19]=3)[N:14]=[C:13]([C:21]3[CH:26]=[CH:25][CH:24]=[CH:23][CH:22]=3)[N:12]=2)[NH:8][N:9]=1)=[O:4].[OH-].[Na+].Cl. No catalyst specified. The product is [C:3]([C:5]1[CH:6]=[C:7]([NH:10][C:11]2[C:20]3[C:15](=[CH:16][CH:17]=[CH:18][CH:19]=3)[N:14]=[C:13]([C:21]3[CH:26]=[CH:25][CH:24]=[CH:23][CH:22]=3)[N:12]=2)[NH:8][N:9]=1)([OH:4])=[O:2]. The yield is 0.940. (8) The reactants are [ClH:1].[CH3:2][N:3]([CH3:16])[CH2:4][CH2:5][O:6][C:7]1[CH:12]=[CH:11][C:10]([N+:13]([O-])=O)=[CH:9][CH:8]=1. The product is [ClH:1].[CH3:2][N:3]([CH3:16])[CH2:4][CH2:5][O:6][C:7]1[CH:12]=[CH:11][C:10]([NH2:13])=[CH:9][CH:8]=1. The catalyst is C(O)C.[Pd]. The yield is 0.960.